Dataset: Catalyst prediction with 721,799 reactions and 888 catalyst types from USPTO. Task: Predict which catalyst facilitates the given reaction. (1) Reactant: [CH3:1][C:2]1[CH:7]=[CH:6][C:5]([N:8]2[CH2:13][CH2:12][NH:11][CH2:10][CH2:9]2)=[C:4]([CH:14]=[CH2:15])[CH:3]=1.[I:16][C:17]1[CH:25]=[CH:24][C:20]([C:21](Cl)=[O:22])=[CH:19][CH:18]=1.[OH-].[Na+]. Product: [I:16][C:17]1[CH:25]=[CH:24][C:20]([C:21]([N:11]2[CH2:12][CH2:13][N:8]([C:5]3[CH:6]=[CH:7][C:2]([CH3:1])=[CH:3][C:4]=3[CH:14]=[CH2:15])[CH2:9][CH2:10]2)=[O:22])=[CH:19][CH:18]=1. The catalyst class is: 7. (2) Reactant: [Cl:1][C:2]1[N:7]=[C:6](I)[C:5]([OH:9])=[CH:4][CH:3]=1.C(OC([N:17]1[C:25]2[C:20](=[CH:21][C:22]([F:26])=[CH:23][CH:24]=2)[CH:19]=[C:18]1B(O)O)=O)(C)(C)C.C([O-])(O)=O.[Na+]. Product: [Cl:1][C:2]1[N:7]=[C:6]([C:18]2[NH:17][C:25]3[C:20]([CH:19]=2)=[CH:21][C:22]([F:26])=[CH:23][CH:24]=3)[C:5]([OH:9])=[CH:4][CH:3]=1. The catalyst class is: 551. (3) Reactant: [NH2:1][CH2:2][CH2:3][NH:4][C:5](=[O:11])[O:6][C:7]([CH3:10])([CH3:9])[CH3:8].C(N(CC)CC)C.Cl[CH2:20][CH2:21][S:22](Cl)(=[O:24])=[O:23]. Product: [CH:21]([S:22]([NH:1][CH2:2][CH2:3][NH:4][C:5](=[O:11])[O:6][C:7]([CH3:8])([CH3:10])[CH3:9])(=[O:24])=[O:23])=[CH2:20]. The catalyst class is: 4.